Predict the reaction yield, written as a fraction of the theoretical maximum amount of product (1.0 means a 100% yield; for example, 0.34 means a 34% yield). From a dataset of Reaction yield outcomes from USPTO patents with 853,638 reactions. The reactants are [H-].[Na+].[C:3](=[O:10])([O:7][CH2:8][CH3:9])OCC.[CH3:11][C:12]1[CH:17]=[C:16]([C:18]([CH3:20])=[O:19])[CH:15]=[CH:14][CH:13]=1. The catalyst is C(O)(=O)C. The product is [CH2:8]([O:7][C:3](=[O:10])[CH2:20][C:18](=[O:19])[C:16]1[CH:17]=[C:12]([CH3:11])[CH:13]=[CH:14][CH:15]=1)[CH3:9]. The yield is 0.840.